Dataset: Catalyst prediction with 721,799 reactions and 888 catalyst types from USPTO. Task: Predict which catalyst facilitates the given reaction. (1) Reactant: [Br-].[CH2:2]([NH:6][S:7]([C:10]1[CH:17]=[CH:16][C:13]([CH2:14][PH3+])=[CH:12][CH:11]=1)(=[O:9])=[O:8])[CH:3]([CH3:5])[CH3:4].[H-].[Na+].[CH3:20][S:21]([N:24]1[CH2:29][CH2:28][C:27](=O)[CH2:26][CH2:25]1)(=[O:23])=[O:22]. Product: [CH2:2]([NH:6][S:7]([C:10]1[CH:17]=[CH:16][C:13]([CH:14]=[C:27]2[CH2:28][CH2:29][N:24]([S:21]([CH3:20])(=[O:23])=[O:22])[CH2:25][CH2:26]2)=[CH:12][CH:11]=1)(=[O:9])=[O:8])[CH:3]([CH3:5])[CH3:4]. The catalyst class is: 31. (2) Reactant: [OH-].[Na+].C[O:4][C:5](=[O:42])[C:6]1[CH:41]=[CH:40][C:9]([C:10]([NH:12][C:13]([C:16](=[O:39])[NH:17][C:18]2[CH:23]=[CH:22][C:21]([CH2:24][N:25]([CH:33]3[CH2:38][CH2:37][CH2:36][CH2:35][CH2:34]3)[C:26]([C:28]3[O:29][CH:30]=[CH:31][CH:32]=3)=[O:27])=[CH:20][CH:19]=2)([CH3:15])[CH3:14])=[O:11])=[CH:8][CH:7]=1. Product: [CH:33]1([N:25]([CH2:24][C:21]2[CH:22]=[CH:23][C:18]([NH:17][C:16]([C:13]([NH:12][C:10](=[O:11])[C:9]3[CH:8]=[CH:7][C:6]([C:5]([OH:42])=[O:4])=[CH:41][CH:40]=3)([CH3:14])[CH3:15])=[O:39])=[CH:19][CH:20]=2)[C:26]([C:28]2[O:29][CH:30]=[CH:31][CH:32]=2)=[O:27])[CH2:38][CH2:37][CH2:36][CH2:35][CH2:34]1. The catalyst class is: 5. (3) Reactant: [NH:1]1[C:5]2[CH:6]=[CH:7][CH:8]=[CH:9][C:4]=2[N:3]=[C:2]1[C:10]([C:12]1[CH:17]=[CH:16][C:15]([OH:18])=[CH:14][CH:13]=1)=[O:11].F[C:20]1[C:25]([C:26]2([F:32])[CH2:31][CH2:30][O:29][CH2:28][CH2:27]2)=[N:24][CH:23]=[CH:22][N:21]=1.C(=O)([O-])[O-].[Cs+].[Cs+]. Product: [NH:1]1[C:5]2[CH:6]=[CH:7][CH:8]=[CH:9][C:4]=2[N:3]=[C:2]1[C:10]([C:12]1[CH:17]=[CH:16][C:15]([O:18][C:20]2[C:25]([C:26]3([F:32])[CH2:27][CH2:28][O:29][CH2:30][CH2:31]3)=[N:24][CH:23]=[CH:22][N:21]=2)=[CH:14][CH:13]=1)=[O:11]. The catalyst class is: 60. (4) Reactant: C(Cl)(=O)C(Cl)=O.CS(C)=O.[C:11]([O:15][C:16](=[O:21])[NH:17][CH2:18][CH2:19][OH:20])([CH3:14])([CH3:13])[CH3:12].CCN(CC)CC. Product: [C:11]([O:15][C:16](=[O:21])[NH:17][CH2:18][CH:19]=[O:20])([CH3:14])([CH3:12])[CH3:13]. The catalyst class is: 2. (5) Reactant: [CH3:1][Si]([N-][Si](C)(C)C)(C)C.[Na+].[C:11]([O:15][C:16]([N:18]1[CH2:22][CH2:21][C@@H:20]([CH:23]=O)[CH2:19]1)=[O:17])([CH3:14])([CH3:13])[CH3:12]. Product: [C:11]([O:15][C:16]([N:18]1[CH2:22][CH2:21][C@@H:20]([CH:23]=[CH2:1])[CH2:19]1)=[O:17])([CH3:14])([CH3:13])[CH3:12]. The catalyst class is: 307. (6) Reactant: [OH:1][CH2:2][C:3]([CH3:29])([CH2:7][NH:8][C:9]1[N:14]=[C:13]([NH:15][C:16]2[N:21]=[CH:20][C:19]3[N:22]=[C:23]([CH3:28])[N:24]([CH:25]([CH3:27])[CH3:26])[C:18]=3[CH:17]=2)[CH:12]=[CH:11][N:10]=1)[C:4](O)=[O:5].[Cl-].[NH4+].C([N:35](CC)C(C)C)(C)C.F[P-](F)(F)(F)(F)F.CN(C(N(C)C)=[N+]1C2C(=NC=CC=2)[N+]([O-])=N1)C.N. Product: [OH:1][CH2:2][C:3]([CH3:29])([CH2:7][NH:8][C:9]1[N:14]=[C:13]([NH:15][C:16]2[N:21]=[CH:20][C:19]3[N:22]=[C:23]([CH3:28])[N:24]([CH:25]([CH3:27])[CH3:26])[C:18]=3[CH:17]=2)[CH:12]=[CH:11][N:10]=1)[C:4]([NH2:35])=[O:5]. The catalyst class is: 9. (7) Reactant: [CH:1]1([N:7]2[C:12](=[O:13])[CH2:11][C:10](=[O:14])[N:9]([CH:15]3[CH2:20][CH2:19][CH2:18][N:17]([C:21]([O:23][CH2:24][C:25]4[CH:30]=[CH:29][CH:28]=[CH:27][CH:26]=4)=[O:22])[CH2:16]3)[C:8]2=[O:31])[CH2:6][CH2:5][CH2:4][CH2:3][CH2:2]1.C(N(C(C)C)CC)(C)C.[N:41]([CH2:44][C:45]([O:47][CH2:48][CH3:49])=[O:46])=[C:42]=[O:43]. Product: [CH:1]1([N:7]2[C:12](=[O:13])[C:11]([C:42]([NH:41][CH2:44][C:45]([O:47][CH2:48][CH3:49])=[O:46])=[O:43])=[C:10]([OH:14])[N:9]([CH:15]3[CH2:20][CH2:19][CH2:18][N:17]([C:21]([O:23][CH2:24][C:25]4[CH:26]=[CH:27][CH:28]=[CH:29][CH:30]=4)=[O:22])[CH2:16]3)[C:8]2=[O:31])[CH2:6][CH2:5][CH2:4][CH2:3][CH2:2]1. The catalyst class is: 4.